From a dataset of Peptide-MHC class II binding affinity with 134,281 pairs from IEDB. Regression. Given a peptide amino acid sequence and an MHC pseudo amino acid sequence, predict their binding affinity value. This is MHC class II binding data. (1) The peptide sequence is MVLAGWLFHVRGARR. The MHC is HLA-DQA10501-DQB10302 with pseudo-sequence HLA-DQA10501-DQB10302. The binding affinity (normalized) is 0.496. (2) The peptide sequence is YDKFLANVSMVLTGK. The MHC is DRB1_1302 with pseudo-sequence DRB1_1302. The binding affinity (normalized) is 0.889. (3) The peptide sequence is HVKHFVINLIGDFEV. The MHC is HLA-DPA10301-DPB10402 with pseudo-sequence HLA-DPA10301-DPB10402. The binding affinity (normalized) is 0.538.